This data is from Full USPTO retrosynthesis dataset with 1.9M reactions from patents (1976-2016). The task is: Predict the reactants needed to synthesize the given product. (1) Given the product [C:10]([C:6]1[CH:5]=[C:4]2[C:9](=[CH:8][CH:7]=1)[N:1]([CH2:13][CH2:14][C:15]([O:17][CH2:18][CH3:19])=[O:16])[N:2]=[CH:3]2)#[N:11], predict the reactants needed to synthesize it. The reactants are: [NH:1]1[C:9]2[C:4](=[CH:5][C:6]([C:10]#[N:11])=[CH:7][CH:8]=2)[CH:3]=[N:2]1.Br[CH2:13][CH2:14][C:15]([O:17][CH2:18][CH3:19])=[O:16].C(=O)([O-])[O-].[Cs+].[Cs+].C(OCC)(=O)C. (2) Given the product [CH3:1][CH:2]1[CH2:7][NH:11][C:6](=[O:8])[CH2:5][C:4](=[O:9])[CH2:3]1, predict the reactants needed to synthesize it. The reactants are: [CH3:1][CH:2]1[CH2:7][C:6](=[O:8])[CH2:5][C:4](=[O:9])[CH2:3]1.Cl.[NH2:11]O. (3) The reactants are: [Cl:1][C:2]([Cl:25])([Cl:24])[CH2:3][O:4][C:5](=[O:23])[C:6]1[CH:11]=[CH:10][CH:9]=[CH:8][C:7]=1[CH2:12][S:13][C:14]1[CH:19]=[CH:18][C:17]([C:20](O)=[O:21])=[CH:16][CH:15]=1.B.C1COCC1. Given the product [Cl:25][C:2]([Cl:1])([Cl:24])[CH2:3][O:4][C:5](=[O:23])[C:6]1[CH:11]=[CH:10][CH:9]=[CH:8][C:7]=1[CH2:12][S:13][C:14]1[CH:19]=[CH:18][C:17]([CH2:20][OH:21])=[CH:16][CH:15]=1, predict the reactants needed to synthesize it.